From a dataset of Reaction yield outcomes from USPTO patents with 853,638 reactions. Predict the reaction yield, written as a fraction of the theoretical maximum amount of product (1.0 means a 100% yield; for example, 0.34 means a 34% yield). The reactants are [NH2:1][C:2]1[CH:7]=[CH:6][CH:5]=[CH:4][N:3]=1.[F:8][C:9]([F:16])([F:15])[C:10]([O:12]CC)=O.C(=O)([O-])[O-].[K+].[K+].[Cl:23][C:24]1[CH:29]=[CH:28][C:27]([CH2:30]Cl)=[CH:26][N:25]=1. The catalyst is CN(C)C=O.O.CO.C1(C)C=CC=CC=1. The product is [Cl:23][C:24]1[N:25]=[CH:26][C:27]([CH2:30][N:3]2[CH:4]=[CH:5][CH:6]=[CH:7][C:2]2=[N:1][C:10](=[O:12])[C:9]([F:8])([F:15])[F:16])=[CH:28][CH:29]=1. The yield is 0.727.